This data is from Reaction yield outcomes from USPTO patents with 853,638 reactions. The task is: Predict the reaction yield, written as a fraction of the theoretical maximum amount of product (1.0 means a 100% yield; for example, 0.34 means a 34% yield). (1) The reactants are [O:1]1[CH2:5][CH2:4][O:3][CH:2]1[C:6]1[CH:7]=[CH:8][C:9]([C:12]2[S:20][C:19]3[C:14](=[N:15][CH:16]=[CH:17][C:18]=3[O:21][C:22]3[CH:28]=[CH:27][C:25]([NH2:26])=[CH:24][C:23]=3[F:29])[CH:13]=2)=[N:10][CH:11]=1.CCN([CH:36]([CH3:38])[CH3:37])C(C)C.CN(C(ON1N=N[C:49]2[CH:50]=[CH:51][CH:52]=N[C:48]1=2)=[N+](C)C)C.F[P-](F)(F)(F)(F)F.[CH3:63]O.[C:65](OCC)(=[O:67])C.C[N:72]([CH:74]=[O:75])C. No catalyst specified. The product is [O:1]1[CH2:5][CH2:4][O:3][CH:2]1[C:6]1[CH:7]=[CH:8][C:9]([C:12]2[S:20][C:19]3[C:14](=[N:15][CH:16]=[CH:17][C:18]=3[O:21][C:22]3[CH:28]=[CH:27][C:25]([N:26]([C:48]4[CH:49]=[CH:50][CH:51]=[CH:52][CH:63]=4)[C:65]([C:36]4([C:74]([NH2:72])=[O:75])[CH2:37][CH2:38]4)=[O:67])=[CH:24][C:23]=3[F:29])[CH:13]=2)=[N:10][CH:11]=1. The yield is 0.340. (2) The reactants are [C:1]([C:3]1[CH:11]=[CH:10][CH:9]=[C:8]2[C:4]=1[CH2:5][CH2:6][C@H:7]2[NH:12][C:13](=[O:19])[O:14][C:15]([CH3:18])([CH3:17])[CH3:16])#[N:2].[H-].[Na+].Br[CH2:23][CH2:24][O:25][Si:26]([C:29]([CH3:32])([CH3:31])[CH3:30])([CH3:28])[CH3:27]. The catalyst is CN(C=O)C. The product is [Si:26]([O:25][CH2:24][CH2:23][N:12]([C@H:7]1[C:8]2[C:4](=[C:3]([C:1]#[N:2])[CH:11]=[CH:10][CH:9]=2)[CH2:5][CH2:6]1)[C:13](=[O:19])[O:14][C:15]([CH3:16])([CH3:18])[CH3:17])([C:29]([CH3:32])([CH3:31])[CH3:30])([CH3:28])[CH3:27]. The yield is 0.800. (3) The reactants are [CH3:1][O:2][C:3]1[CH:30]=[C:29]([O:31][CH3:32])[CH:28]=[CH:27][C:4]=1[CH2:5][N:6]1[C:9](=[O:10])[C@@H:8]([NH:11][C:12](=[O:21])[O:13][CH2:14][C:15]2[CH:20]=[CH:19][CH:18]=[CH:17][CH:16]=2)[C@H:7]1[CH2:22][NH:23][CH2:24][CH2:25][OH:26].C1N=CN([C:38](N2C=NC=C2)=[O:39])C=1. The catalyst is C(Cl)(Cl)Cl. The product is [CH3:1][O:2][C:3]1[CH:30]=[C:29]([O:31][CH3:32])[CH:28]=[CH:27][C:4]=1[CH2:5][N:6]1[C@H:7]([CH2:22][N:23]2[CH2:24][CH2:25][O:26][C:38]2=[O:39])[C@H:8]([NH:11][C:12](=[O:21])[O:13][CH2:14][C:15]2[CH:16]=[CH:17][CH:18]=[CH:19][CH:20]=2)[C:9]1=[O:10]. The yield is 0.810. (4) The yield is 0.880. The catalyst is C(O)C.Cl.[Pt]=O. The product is [NH2:13][C:10]1[CH:11]=[CH:12][C:7]([S:4]([CH:1]([CH3:3])[CH3:2])(=[O:6])=[O:5])=[C:8]([CH:16]2[CH2:20][CH2:19][CH2:18][N:17]2[C:21]([O:23][C:24]([CH3:27])([CH3:25])[CH3:26])=[O:22])[CH:9]=1. The reactants are [CH:1]([S:4]([C:7]1[CH:12]=[CH:11][C:10]([N+:13]([O-])=O)=[CH:9][C:8]=1[C:16]1[N:17]([C:21]([O:23][C:24]([CH3:27])([CH3:26])[CH3:25])=[O:22])[CH:18]=[CH:19][CH:20]=1)(=[O:6])=[O:5])([CH3:3])[CH3:2].